From a dataset of Full USPTO retrosynthesis dataset with 1.9M reactions from patents (1976-2016). Predict the reactants needed to synthesize the given product. Given the product [ClH:42].[NH2:36][C:30]1[C:31]([CH2:33][CH2:34][CH3:35])=[CH:32][C:27]([CH2:26][C@H:23]2[C@H:24]([OH:25])[C@@H:19]([NH:7][CH2:8][C:9]3[CH:14]=[CH:13][CH:12]=[C:11]([C:15]([CH3:18])([CH3:17])[CH3:16])[CH:10]=3)[CH2:20][S:21](=[O:39])(=[O:38])[CH2:22]2)=[CH:28][C:29]=1[F:37], predict the reactants needed to synthesize it. The reactants are: C(OC(=O)[N:7]([C@@H:19]1[C@@H:24]([OH:25])[C@H:23]([CH2:26][C:27]2[CH:32]=[C:31]([CH2:33][CH2:34][CH3:35])[C:30]([NH2:36])=[C:29]([F:37])[CH:28]=2)[CH2:22][S:21](=[O:39])(=[O:38])[CH2:20]1)[CH2:8][C:9]1[CH:14]=[CH:13][CH:12]=[C:11]([C:15]([CH3:18])([CH3:17])[CH3:16])[CH:10]=1)(C)(C)C.C(Cl)[Cl:42].CO.C(O)(C)=O.O.